Dataset: Forward reaction prediction with 1.9M reactions from USPTO patents (1976-2016). Task: Predict the product of the given reaction. (1) Given the reactants [O:1]([CH2:8][CH2:9][C:10]([OH:12])=O)[C:2]1[CH:7]=[CH:6][CH:5]=[CH:4][CH:3]=1.[NH2:13][C:14]1[N:19]=[N:18][C:17]([N:20]2[CH2:25][CH2:24][N:23]([C:26]([C:28]3[CH:33]=[CH:32][CH:31]=[CH:30][C:29]=3[C:34]([F:37])([F:36])[F:35])=[O:27])[CH2:22][CH2:21]2)=[CH:16][CH:15]=1, predict the reaction product. The product is: [O:1]([CH2:8][CH2:9][C:10]([NH:13][C:14]1[N:19]=[N:18][C:17]([N:20]2[CH2:21][CH2:22][N:23]([C:26](=[O:27])[C:28]3[CH:33]=[CH:32][CH:31]=[CH:30][C:29]=3[C:34]([F:37])([F:36])[F:35])[CH2:24][CH2:25]2)=[CH:16][CH:15]=1)=[O:12])[C:2]1[CH:3]=[CH:4][CH:5]=[CH:6][CH:7]=1. (2) The product is: [CH2:11]1[C:12]2[C:8](=[CH:7][C:6]([NH:5][C:3](=[O:4])[CH:2]([NH:1][C:33]([NH:32][C:24]3[CH:25]=[C:26]([N+:29]([O-:31])=[O:30])[CH:27]=[CH:28][C:23]=3[O:22][CH3:21])=[O:34])[C:15]3[CH:16]=[CH:17][CH:18]=[CH:19][CH:20]=3)=[CH:14][CH:13]=2)[CH2:9][CH2:10]1. Given the reactants [NH2:1][CH:2]([C:15]1[CH:20]=[CH:19][CH:18]=[CH:17][CH:16]=1)[C:3]([NH:5][C:6]1[CH:7]=[C:8]2[C:12](=[CH:13][CH:14]=1)[CH2:11][CH2:10][CH2:9]2)=[O:4].[CH3:21][O:22][C:23]1[CH:28]=[CH:27][C:26]([N+:29]([O-:31])=[O:30])=[CH:25][C:24]=1[N:32]=[C:33]=[O:34], predict the reaction product.